This data is from Peptide-MHC class II binding affinity with 134,281 pairs from IEDB. The task is: Regression. Given a peptide amino acid sequence and an MHC pseudo amino acid sequence, predict their binding affinity value. This is MHC class II binding data. The peptide sequence is AHLAEENEGDNACKR. The MHC is DRB1_1101 with pseudo-sequence DRB1_1101. The binding affinity (normalized) is 0.